From a dataset of Forward reaction prediction with 1.9M reactions from USPTO patents (1976-2016). Predict the product of the given reaction. (1) The product is: [CH3:1][C:2]1[CH:3]=[C:4]([CH2:5][N:22]2[CH2:26][CH2:25][CH2:24][CH2:23]2)[CH:7]=[CH:8][C:9]=1[N:10]1[CH2:12][CH:13]([CH2:16][N:17]2[CH2:18][CH2:19][CH2:20][CH2:21]2)[CH2:14][CH2:15]1. Given the reactants [CH3:1][C:2]1[CH:3]=[C:4]([CH:7]=[CH:8][C:9]=1[N:10]1[CH2:15][CH2:14][CH:13]([CH2:16][N:17]2[CH2:21][CH2:20][CH2:19][CH2:18]2)[CH2:12]C1)[CH:5]=O.[NH:22]1[CH2:26][CH2:25][CH2:24][CH2:23]1, predict the reaction product. (2) Given the reactants CO[C:3]([C:5]1[N:6]=[C:7]([C:23]#[N:24])[C:8]2[C:13]([C:14]=1[OH:15])=[CH:12][CH:11]=[C:10]([O:16][C:17]1[CH:22]=[CH:21][CH:20]=[CH:19][CH:18]=1)[CH:9]=2)=[O:4].[CH3:25][O:26][C:27]([C:29]1([CH2:33][NH2:34])[CH2:32][CH2:31][CH2:30]1)=[O:28], predict the reaction product. The product is: [CH3:25][O:26][C:27]([C:29]1([CH2:33][NH:34][C:3]([C:5]2[N:6]=[C:7]([C:23]#[N:24])[C:8]3[C:13]([C:14]=2[OH:15])=[CH:12][CH:11]=[C:10]([O:16][C:17]2[CH:22]=[CH:21][CH:20]=[CH:19][CH:18]=2)[CH:9]=3)=[O:4])[CH2:32][CH2:31][CH2:30]1)=[O:28]. (3) Given the reactants [Na].[CH3:2][C:3]([C:5]1[C:6]([OH:12])=[CH:7][CH:8]=[CH:9][C:10]=1[OH:11])=[O:4].[C:13](OCC)(=O)[C:14]([O:16][CH2:17][CH3:18])=[O:15].Cl, predict the reaction product. The product is: [OH:12][C:6]1[CH:7]=[CH:8][CH:9]=[C:10]2[C:5]=1[C:3](=[O:4])[CH:2]=[C:13]([C:14]([O:16][CH2:17][CH3:18])=[O:15])[O:11]2. (4) Given the reactants [CH2:1]([N:3]1[C:11]([OH:12])=[CH:10][CH:9]=[C:5]([C:6]([OH:8])=O)[CH2:4]1)[CH3:2].S(Cl)(Cl)=O.C(N(CC)CC)C.[F:24][C:25]1[CH:30]=[CH:29][C:28]([CH:31]([C:35]2[CH:40]=[CH:39][C:38]([S:41]([CH3:44])(=[O:43])=[O:42])=[CH:37][CH:36]=2)[CH2:32][CH2:33][NH2:34])=[CH:27][CH:26]=1, predict the reaction product. The product is: [F:24][C:25]1[CH:30]=[CH:29][C:28]([CH:31]([C:35]2[CH:40]=[CH:39][C:38]([S:41]([CH3:44])(=[O:43])=[O:42])=[CH:37][CH:36]=2)[CH2:32][CH2:33][NH:34][C:6]([C:5]2[CH:9]=[CH:10][C:11](=[O:12])[N:3]([CH2:1][CH3:2])[CH:4]=2)=[O:8])=[CH:27][CH:26]=1. (5) Given the reactants C(N(CC)CC)C.[CH3:8][Si:9]([C:12]#[CH:13])([CH3:11])[CH3:10].[C:14]([O:17][C@@H:18]1[C@@H:24]([O:25][C:26](=[O:28])[CH3:27])[C@H:23]([O:29][C:30](=[O:32])[CH3:31])[C@@H:22]([CH2:33][O:34][C:35](=[O:37])[CH3:36])[O:21][C@@:19]1([C:38]1[CH:43]=[CH:42][C:41]([CH3:44])=[C:40]([CH2:45][C:46]2[CH:51]=[CH:50][C:49](OS(C(F)(F)F)(=O)=O)=[CH:48][CH:47]=2)[CH:39]=1)[OH:20])(=[O:16])[CH3:15], predict the reaction product. The product is: [C:14]([O:17][C@@H:18]1[C@@H:24]([O:25][C:26](=[O:28])[CH3:27])[C@H:23]([O:29][C:30](=[O:32])[CH3:31])[C@@H:22]([CH2:33][O:34][C:35](=[O:37])[CH3:36])[O:21][C@@:19]1([C:38]1[CH:43]=[CH:42][C:41]([CH3:44])=[C:40]([CH2:45][C:46]2[CH:51]=[CH:50][C:49]([C:13]#[C:12][Si:9]([CH3:11])([CH3:10])[CH3:8])=[CH:48][CH:47]=2)[CH:39]=1)[OH:20])(=[O:16])[CH3:15]. (6) Given the reactants [NH:1]([C:8](=[O:43])[C:9]([C:20]1[CH:42]=[CH:41][C:23]([C:24]([NH:26][C:27]2[CH:32]=[CH:31][CH:30]=[CH:29][C:28]=2[NH:33]C(=O)OC(C)(C)C)=[O:25])=[CH:22][CH:21]=1)([C:11]([NH:13][C:14]1[CH:19]=[CH:18][CH:17]=[CH:16][CH:15]=1)=[O:12])[F:10])[C:2]1[CH:7]=[CH:6][CH:5]=[CH:4][CH:3]=1.FC(F)(F)C(O)=O, predict the reaction product. The product is: [NH2:33][C:28]1[CH:29]=[CH:30][CH:31]=[CH:32][C:27]=1[NH:26][C:24]([C:23]1[CH:22]=[CH:21][C:20]([C:9]([F:10])([C:8]([NH:1][C:2]2[CH:7]=[CH:6][CH:5]=[CH:4][CH:3]=2)=[O:43])[C:11]([NH:13][C:14]2[CH:19]=[CH:18][CH:17]=[CH:16][CH:15]=2)=[O:12])=[CH:42][CH:41]=1)=[O:25]. (7) Given the reactants [C:1](=[O:4])(O)[O-].[Na+].O.[Br:7][C:8]1[CH:13]=[CH:12][C:11]([C@@H:14]([NH2:16])[CH3:15])=[CH:10][CH:9]=1.ClC(Cl)(OC(=O)OC(Cl)(Cl)Cl)Cl, predict the reaction product. The product is: [Br:7][C:8]1[CH:13]=[CH:12][C:11]([C@@H:14]([N:16]=[C:1]=[O:4])[CH3:15])=[CH:10][CH:9]=1.